From a dataset of Reaction yield outcomes from USPTO patents with 853,638 reactions. Predict the reaction yield, written as a fraction of the theoretical maximum amount of product (1.0 means a 100% yield; for example, 0.34 means a 34% yield). (1) The reactants are [F:1][C:2]1[CH:3]=[C:4]([F:19])[C:5]2[O:9][C:8]([C:10]3[CH:15]=[CH:14][C:13]([O:16]C)=[CH:12][CH:11]=3)=[CH:7][C:6]=2[CH:18]=1.Cl.N1C=CC=CC=1. The catalyst is O. The product is [F:1][C:2]1[CH:3]=[C:4]([F:19])[C:5]2[O:9][C:8]([C:10]3[CH:11]=[CH:12][C:13]([OH:16])=[CH:14][CH:15]=3)=[CH:7][C:6]=2[CH:18]=1. The yield is 0.130. (2) The reactants are [CH2:1]([O:8][C:9]([N:11]1[CH2:22][CH2:21][NH:20][CH2:19][CH2:18][N:17]([C:23]([O:25][CH2:26][C:27]2[CH:32]=[CH:31][CH:30]=[CH:29][CH:28]=2)=[O:24])[CH2:16][CH2:15][NH:14][CH2:13][CH2:12]1)=[O:10])[C:2]1[CH:7]=[CH:6][CH:5]=[CH:4][CH:3]=1.Br[CH2:34][C:35]([O:37][C:38]([CH3:41])([CH3:40])[CH3:39])=[O:36]. The catalyst is CC#N. The product is [CH2:1]([O:8][C:9]([N:11]1[CH2:12][CH2:13][N:14]([CH2:34][C:35]([O:37][C:38]([CH3:41])([CH3:40])[CH3:39])=[O:36])[CH2:15][CH2:16][N:17]([C:23]([O:25][CH2:26][C:27]2[CH:32]=[CH:31][CH:30]=[CH:29][CH:28]=2)=[O:24])[CH2:18][CH2:19][N:20]([CH2:34][C:35]([O:37][C:38]([CH3:41])([CH3:40])[CH3:39])=[O:36])[CH2:21][CH2:22]1)=[O:10])[C:2]1[CH:3]=[CH:4][CH:5]=[CH:6][CH:7]=1. The yield is 0.920. (3) The reactants are [CH:1]([C:3]1[CH:18]=[CH:17][C:6]([O:7][C:8]2[N:9]=[CH:10][C:11]([C:14]([NH2:16])=[O:15])=[N:12][CH:13]=2)=[C:5]([CH3:19])[CH:4]=1)=O.[O:20]1[CH2:25][CH2:24][CH:23]([CH2:26][CH2:27][NH2:28])[CH2:22][CH2:21]1.[BH4-].[Na+]. The catalyst is CO. The product is [CH3:19][C:5]1[CH:4]=[C:3]([CH2:1][NH:28][CH2:27][CH2:26][CH:23]2[CH2:24][CH2:25][O:20][CH2:21][CH2:22]2)[CH:18]=[CH:17][C:6]=1[O:7][C:8]1[N:9]=[CH:10][C:11]([C:14]([NH2:16])=[O:15])=[N:12][CH:13]=1. The yield is 0.420.